Dataset: Reaction yield outcomes from USPTO patents with 853,638 reactions. Task: Predict the reaction yield, written as a fraction of the theoretical maximum amount of product (1.0 means a 100% yield; for example, 0.34 means a 34% yield). (1) The reactants are [C:1]1(B(O)O)[CH:6]=[CH:5][CH:4]=[CH:3][CH:2]=1.[NH2:10][C:11]1[N:12]=[C:13]([N:22]2[CH2:27][CH2:26][N:25]([C:28](=[O:38])[CH2:29][O:30][C:31]3[CH:36]=[CH:35][C:34]([Cl:37])=[CH:33][CH:32]=3)[CH2:24][CH2:23]2)[C:14]2[N:20]=[C:19](Cl)[CH:18]=[CH:17][C:15]=2[N:16]=1. No catalyst specified. The product is [NH2:10][C:11]1[N:12]=[C:13]([N:22]2[CH2:23][CH2:24][N:25]([C:28](=[O:38])[CH2:29][O:30][C:31]3[CH:36]=[CH:35][C:34]([Cl:37])=[CH:33][CH:32]=3)[CH2:26][CH2:27]2)[C:14]2[N:20]=[C:19]([C:1]3[CH:6]=[CH:5][CH:4]=[CH:3][CH:2]=3)[CH:18]=[CH:17][C:15]=2[N:16]=1. The yield is 0.420. (2) The reactants are FC(F)(F)C(O)=O.[NH2:8][CH2:9][CH2:10][C:11]1[CH:16]=[CH:15][N:14]=[C:13]([C:17]2[S:18][C:19]3[CH:27]=[CH:26][CH:25]=[CH:24][C:20]=3[C:21](=[O:23])[N:22]=2)[CH:12]=1.[C:28](Cl)(=[O:35])[C:29]1[CH:34]=[CH:33][CH:32]=[CH:31][CH:30]=1.C(=O)([O-])[O-].[K+].[K+].C(OCC)(=O)C. The catalyst is CN(C)C(=O)C.O. The product is [O:23]=[C:21]1[C:20]2[CH:24]=[CH:25][CH:26]=[CH:27][C:19]=2[S:18][C:17]([C:13]2[CH:12]=[C:11]([CH2:10][CH2:9][NH:8][C:28](=[O:35])[C:29]3[CH:34]=[CH:33][CH:32]=[CH:31][CH:30]=3)[CH:16]=[CH:15][N:14]=2)=[N:22]1. The yield is 0.360. (3) The reactants are Cl.[O:2]1[B:7]2[O:8][CH2:9][C:10]3[CH2:11][O:12][CH:13]=[CH:14][C:5]([C:6]=32)=[CH:4][CH:3]1[CH2:15][NH2:16].C(N(CC)CC)C.[C:24](O[C:24]([O:26][C:27]([CH3:30])([CH3:29])[CH3:28])=[O:25])([O:26][C:27]([CH3:30])([CH3:29])[CH3:28])=[O:25]. The catalyst is ClCCl. The product is [O:2]1[B:7]2[O:8][CH2:9][C:10]3[CH2:11][O:12][CH:13]=[CH:14][C:5]([C:6]=32)=[CH:4][CH:3]1[CH2:15][NH:16][C:24](=[O:25])[O:26][C:27]([CH3:30])([CH3:29])[CH3:28]. The yield is 0.560. (4) The reactants are [Cl:1][C:2]1[CH:7]=[C:6]([F:8])[CH:5]=[CH:4][C:3]=1[C:9]1[NH:13][CH:12]=[C:11]([C:14]([OH:16])=O)[C:10]=1[CH3:17].C(Cl)(=O)C(Cl)=O.Cl.[CH3:25][S:26]([C:29]1[CH:35]=[CH:34][C:32]([NH2:33])=[CH:31][CH:30]=1)(=[O:28])=[O:27].CCN(C(C)C)C(C)C. The catalyst is ClCCl.C1COCC1. The product is [Cl:1][C:2]1[CH:7]=[C:6]([F:8])[CH:5]=[CH:4][C:3]=1[C:9]1[NH:13][CH:12]=[C:11]([C:14]([NH:33][C:32]2[CH:31]=[CH:30][C:29]([S:26]([CH3:25])(=[O:28])=[O:27])=[CH:35][CH:34]=2)=[O:16])[C:10]=1[CH3:17]. The yield is 0.840. (5) The catalyst is ClCCl.CC(C)[O-].[Ti+4].CC(C)[O-].CC(C)[O-].CC(C)[O-]. The yield is 0.420. The product is [CH3:2][C:1]1[N:27]=[C:25]([C:21]2[NH:20][CH:24]=[CH:23][CH:22]=2)[N:7]([CH2:8][CH2:9][C:10]2[CH:15]=[CH:14][CH:13]=[CH:12][CH:11]=2)[C:5](=[O:6])[C:4]=1[CH2:16][CH:17]([CH3:19])[CH3:18]. The reactants are [C:1]([CH:4]([CH2:16][CH:17]([CH3:19])[CH3:18])[C:5]([NH:7][CH2:8][CH2:9][C:10]1[CH:15]=[CH:14][CH:13]=[CH:12][CH:11]=1)=[O:6])(=O)[CH3:2].[NH:20]1[CH:24]=[CH:23][CH:22]=[C:21]1[C:25]([NH2:27])=O.